From a dataset of Reaction yield outcomes from USPTO patents with 853,638 reactions. Predict the reaction yield, written as a fraction of the theoretical maximum amount of product (1.0 means a 100% yield; for example, 0.34 means a 34% yield). (1) The reactants are [NH2:1][C:2]1[C:7]2[N:8]([CH2:21][CH2:22][NH:23][C:24](=[O:30])[O:25][C:26]([CH3:29])([CH3:28])[CH3:27])[C:9]([CH:11]([C:13]3[CH:18]=[CH:17][C:16]([Cl:19])=[CH:15][C:14]=3[Cl:20])[OH:12])=[N:10][C:6]=2[CH:5]=[CH:4][CH:3]=1.[CH:31](=O)[CH3:32].[C:34](O[BH-](OC(=O)C)OC(=O)C)(=O)[CH3:35].[Na+]. The catalyst is CO.C(O)(=O)C.C(=O)([O-])O.[Na+].[OH-].[Na+]. The product is [Cl:20][C:14]1[CH:15]=[C:16]([Cl:19])[CH:17]=[CH:18][C:13]=1[CH:11]([OH:12])[C:9]1[N:8]([CH2:21][CH2:22][NH:23][C:24](=[O:30])[O:25][C:26]([CH3:27])([CH3:29])[CH3:28])[C:7]2[C:2]([N:1]([CH2:31][CH3:32])[CH2:34][CH3:35])=[CH:3][CH:4]=[CH:5][C:6]=2[N:10]=1. The yield is 0.740. (2) The reactants are [F:1][C:2]1[CH:9]=[CH:8][C:5]([CH2:6][NH2:7])=[C:4]([S:10][CH3:11])[CH:3]=1.C(N(CC)CC)C.[C:19](O[C:19]([O:21][C:22]([CH3:25])([CH3:24])[CH3:23])=[O:20])([O:21][C:22]([CH3:25])([CH3:24])[CH3:23])=[O:20]. The catalyst is C(Cl)Cl. The product is [C:22]([O:21][C:19]([NH:7][CH2:6][C:5]1[CH:8]=[CH:9][C:2]([F:1])=[CH:3][C:4]=1[S:10][CH3:11])=[O:20])([CH3:25])([CH3:24])[CH3:23]. The yield is 1.00. (3) The reactants are Br[C:2]1[CH:10]=[CH:9][CH:8]=[C:7]2[C:3]=1[CH:4]=[CH:5][CH2:6]2.[B:11]1([B:11]2[O:15][C:14]([CH3:17])([CH3:16])[C:13]([CH3:19])([CH3:18])[O:12]2)[O:15][C:14]([CH3:17])([CH3:16])[C:13]([CH3:19])([CH3:18])[O:12]1.C([O-])(=O)C.[K+].CN(C=O)C. The catalyst is [Pd](Cl)Cl.C1(P(C2C=CC=CC=2)C2C=CC=CC=2)C=CC=CC=1.C1(P(C2C=CC=CC=2)C2C=CC=CC=2)C=CC=CC=1.O. The product is [CH2:6]1[C:7]2[C:3](=[C:2]([B:11]3[O:15][C:14]([CH3:17])([CH3:16])[C:13]([CH3:19])([CH3:18])[O:12]3)[CH:10]=[CH:9][CH:8]=2)[CH:4]=[CH:5]1. The yield is 0.830.